From a dataset of Forward reaction prediction with 1.9M reactions from USPTO patents (1976-2016). Predict the product of the given reaction. (1) Given the reactants Br[C:2]1[CH:3]=[C:4]([CH:8]([NH:12][C:13]([C:15]2[CH:16]=[N:17][N:18]([C:21]3[CH:26]=[CH:25][C:24]([Cl:27])=[CH:23][CH:22]=3)[C:19]=2[CH3:20])=[O:14])[CH2:9][CH2:10][CH3:11])[CH:5]=[N:6][CH:7]=1.[CH3:28][O:29][C:30](=[O:36])[CH2:31][CH2:32][S:33]([O-:35])=[O:34].[Na+].[Cl-].[NH4+].[Na].C(=O)(O)[O-].[Na+], predict the reaction product. The product is: [N:6]1[CH:7]=[CH:2][CH:3]=[C:4]([CH:8]([NH:12][C:13]([C:15]2[CH:16]=[N:17][N:18]([C:21]3[CH:22]=[CH:23][C:24]([Cl:27])=[CH:25][CH:26]=3)[C:19]=2[CH3:20])=[O:14])[CH2:9][CH2:10][CH3:11])[CH:5]=1.[CH3:28][O:29][C:30](=[O:36])[CH2:31][CH2:32][S:33]([C:2]1[CH:7]=[N:6][CH:5]=[C:4]([CH:8]([NH:12][C:13]([C:15]2[CH:16]=[N:17][N:18]([C:21]3[CH:26]=[CH:25][C:24]([Cl:27])=[CH:23][CH:22]=3)[C:19]=2[CH3:20])=[O:14])[CH2:9][CH2:10][CH3:11])[CH:3]=1)(=[O:35])=[O:34]. (2) The product is: [CH2:1]([N:8]([C:22]1[C:27]([Cl:28])=[CH:26][C:25]([C:32]2[CH:33]=[CH:34][S:30][CH:31]=2)=[CH:24][N:23]=1)[S:9]([C:12]1[CH:13]=[CH:14][C:15]([C:16]([OH:18])=[O:17])=[CH:20][CH:21]=1)(=[O:11])=[O:10])[C:2]1[CH:3]=[CH:4][CH:5]=[CH:6][CH:7]=1. Given the reactants [CH2:1]([N:8]([C:22]1[C:27]([Cl:28])=[CH:26][C:25](Br)=[CH:24][N:23]=1)[S:9]([C:12]1[CH:21]=[CH:20][C:15]([C:16]([O:18]C)=[O:17])=[CH:14][CH:13]=1)(=[O:11])=[O:10])[C:2]1[CH:7]=[CH:6][CH:5]=[CH:4][CH:3]=1.[S:30]1[CH:34]=[CH:33][C:32](B(O)O)=[CH:31]1, predict the reaction product. (3) Given the reactants [Cl:1][C:2]1[C:7]([C:8]2[CH:9]=[N:10][C:11]([C:16]([F:19])([F:18])[F:17])=[CH:12][C:13]=2[C:14]#[N:15])=[CH:6][C:5]([S:20]([N:23]([CH3:30])[C:24]2[CH:29]=[CH:28][CH:27]=[CH:26][CH:25]=2)(=[O:22])=[O:21])=[C:4]([O:31]C)[CH:3]=1.B(Br)(Br)Br, predict the reaction product. The product is: [Cl:1][C:2]1[C:7]([C:8]2[CH:9]=[N:10][C:11]([C:16]([F:17])([F:18])[F:19])=[CH:12][C:13]=2[C:14]#[N:15])=[CH:6][C:5]([S:20]([N:23]([CH3:30])[C:24]2[CH:25]=[CH:26][CH:27]=[CH:28][CH:29]=2)(=[O:21])=[O:22])=[C:4]([OH:31])[CH:3]=1.